Dataset: Forward reaction prediction with 1.9M reactions from USPTO patents (1976-2016). Task: Predict the product of the given reaction. (1) Given the reactants [Br:1]Br.[CH2:3]([S:5][C:6]1[CH:11]=[CH:10][CH:9]=[C:8]([CH3:12])[CH:7]=1)[CH3:4], predict the reaction product. The product is: [Br:1][C:9]1[CH:10]=[CH:11][C:6]([S:5][CH2:3][CH3:4])=[CH:7][C:8]=1[CH3:12]. (2) Given the reactants Cl[C:2]1[C:6]([C:7]#[N:8])=[C:5]([C:9]2[CH:14]=[CH:13][C:12]([CH3:15])=[CH:11][C:10]=2[F:16])[S:4][N:3]=1.[O:17]([CH3:19])[Na], predict the reaction product. The product is: [F:16][C:10]1[CH:11]=[C:12]([CH3:15])[CH:13]=[CH:14][C:9]=1[C:5]1[S:4][N:3]=[C:2]([O:17][CH3:19])[C:6]=1[C:7]#[N:8]. (3) Given the reactants [Br:1][C:2]1[CH:3]=[N:4][C:5]2[N:6]([N:8]=[C:9]([C:11]([OH:13])=O)[CH:10]=2)[CH:7]=1.Cl.[CH3:15][C:16]1[S:17][C:18]2[CH2:24][CH2:23][NH:22][CH2:21][CH2:20][C:19]=2[N:25]=1, predict the reaction product. The product is: [Br:1][C:2]1[CH:3]=[N:4][C:5]2[N:6]([N:8]=[C:9]([C:11]([N:22]3[CH2:23][CH2:24][C:18]4[SH:17]=[C:16]([CH3:15])[NH:25][C:19]=4[CH2:20][CH2:21]3)=[O:13])[CH:10]=2)[CH:7]=1. (4) Given the reactants [Br:1][C:2]1[C:3](=[O:9])[NH:4][C:5](=[O:8])[NH:6][CH:7]=1.C/C(/O[Si](C)(C)C)=N\[Si](C)(C)C.[F:22][C:23]1[CH:30]=[CH:29][CH:28]=[C:27]([C:31]([F:34])([F:33])[F:32])[C:24]=1[CH2:25]Br, predict the reaction product. The product is: [Br:1][C:2]1[C:3](=[O:9])[NH:4][C:5](=[O:8])[N:6]([CH2:25][C:24]2[C:27]([C:31]([F:32])([F:34])[F:33])=[CH:28][CH:29]=[CH:30][C:23]=2[F:22])[CH:7]=1. (5) The product is: [CH:1]([C:4]1[CH:5]=[CH:6][C:7]([CH:10]2[C:14]3[C:15]([CH3:30])=[C:16]([NH:21][C:22]([N:31]4[CH2:35][CH2:34][CH2:33][CH2:32]4)=[O:23])[C:17]([CH3:20])=[C:18]([CH3:19])[C:13]=3[O:12][CH2:11]2)=[CH:8][CH:9]=1)([CH3:3])[CH3:2]. Given the reactants [CH:1]([C:4]1[CH:9]=[CH:8][C:7]([CH:10]2[C:14]3[C:15]([CH3:30])=[C:16]([NH:21][C:22](=O)[O:23]CC(Cl)(Cl)Cl)[C:17]([CH3:20])=[C:18]([CH3:19])[C:13]=3[O:12][CH2:11]2)=[CH:6][CH:5]=1)([CH3:3])[CH3:2].[NH:31]1[CH2:35][CH2:34][CH2:33][CH2:32]1.C(N(C(C)C)CC)(C)C.O, predict the reaction product.